This data is from Retrosynthesis with 50K atom-mapped reactions and 10 reaction types from USPTO. The task is: Predict the reactants needed to synthesize the given product. (1) Given the product COc1ccc(C/N=C/[C@@H]2COC(C)(C)O2)c(OC)c1, predict the reactants needed to synthesize it. The reactants are: CC1(C)OC[C@@H](C=O)O1.COc1ccc(CN)c(OC)c1. (2) Given the product NCCC(O)c1cccc(C#CC2CCCCCC2)c1, predict the reactants needed to synthesize it. The reactants are: O=C(NCCC(O)c1cccc(C#CC2CCCCCC2)c1)C(F)(F)F. (3) Given the product C[C@H](c1cccc2ccccc12)N(CC1CN(C(=O)Nc2ccccc2)CC1c1ccccc1)C(=O)OC(C)(C)C, predict the reactants needed to synthesize it. The reactants are: C[C@H](c1cccc2ccccc12)N(CC1CNCC1c1ccccc1)C(=O)OC(C)(C)C.O=C=Nc1ccccc1. (4) Given the product O=C(C1CNCCN1C(=O)OCc1ccccc1)N1CCOCC1, predict the reactants needed to synthesize it. The reactants are: CC(C)(C)OC(=O)N1CCN(C(=O)OCc2ccccc2)C(C(=O)N2CCOCC2)C1. (5) Given the product CC(=O)N1CCC(NS(=O)(=O)c2ccc(OCc3cc(C)nc4ccccc34)cc2)C(C(=O)O)C1, predict the reactants needed to synthesize it. The reactants are: CCOC(=O)C1CN(C(C)=O)CCC1NS(=O)(=O)c1ccc(OCc2cc(C)nc3ccccc23)cc1. (6) Given the product O=C(O)c1cnc(N2CCOCC2)cc1Oc1ccccc1, predict the reactants needed to synthesize it. The reactants are: CCOC(=O)c1cnc(N2CCOCC2)cc1Oc1ccccc1.